This data is from Reaction yield outcomes from USPTO patents with 853,638 reactions. The task is: Predict the reaction yield, written as a fraction of the theoretical maximum amount of product (1.0 means a 100% yield; for example, 0.34 means a 34% yield). The reactants are [Cl:1][C:2]1[CH:7]=[CH:6][C:5]([NH2:8])=[C:4](I)[CH:3]=1.C(N(CC)CC)C.[C:17]([Si:19]([CH3:22])([CH3:21])[CH3:20])#[CH:18]. The catalyst is C1COCC1.O.Cl[Pd](Cl)([P](C1C=CC=CC=1)(C1C=CC=CC=1)C1C=CC=CC=1)[P](C1C=CC=CC=1)(C1C=CC=CC=1)C1C=CC=CC=1.[Cu]I. The product is [Cl:1][C:2]1[CH:7]=[CH:6][C:5]([NH:8][C:18]#[C:17][Si:19]([CH3:22])([CH3:21])[CH3:20])=[CH:4][CH:3]=1. The yield is 0.820.